Dataset: Forward reaction prediction with 1.9M reactions from USPTO patents (1976-2016). Task: Predict the product of the given reaction. (1) Given the reactants [S:1]([NH:17][C@H:18]([C:24]([OH:26])=[O:25])[CH2:19][CH2:20][CH2:21][CH2:22][NH2:23])([C:4]1[C:16]2[CH:15]=[CH:14][CH:13]=[C:9]([N:10]([CH3:12])[CH3:11])[C:8]=2[CH:7]=[CH:6][CH:5]=1)(=[O:3])=[O:2].C(CN)O, predict the reaction product. The product is: [CH2:24]([CH2:18][NH2:17])[OH:25].[S:1]([NH:17][C@H:18]([C:24]([OH:26])=[O:25])[CH2:19][CH2:20][CH2:21][CH2:22][NH2:23])([C:4]1[C:16]2[CH:15]=[CH:14][CH:13]=[C:9]([N:10]([CH3:12])[CH3:11])[C:8]=2[CH:7]=[CH:6][CH:5]=1)(=[O:2])=[O:3]. (2) Given the reactants S(=O)(=O)(O)O.[Br:6][C:7]1[CH:8]=[C:9]([Cl:15])[C:10]([CH:13]=[O:14])=[N:11][CH:12]=1.[CH2:16]([OH:20])[CH2:17][CH:18]=C.[C:21]([O-])(O)=O.[Na+], predict the reaction product. The product is: [Br:6][C:7]1[CH:8]=[C:9]([Cl:15])[C:10]([CH:13]2[CH2:21][CH:16]([OH:20])[CH2:17][CH2:18][O:14]2)=[N:11][CH:12]=1. (3) Given the reactants [NH2:1][CH2:2][CH2:3][NH:4][C:5](=[O:11])[O:6][C:7]([CH3:10])([CH3:9])[CH3:8].Cl[C:13]1[C:14]2[CH2:24][CH2:23][CH2:22][C:21]3[CH:25]=[CH:26][CH:27]=[CH:28][C:20]=3[C:15]=2[N:16]=[C:17]([NH2:19])[N:18]=1, predict the reaction product. The product is: [NH2:19][C:17]1[N:18]=[C:13]([NH:1][CH2:2][CH2:3][NH:4][C:5](=[O:11])[O:6][C:7]([CH3:8])([CH3:10])[CH3:9])[C:14]2[CH2:24][CH2:23][CH2:22][C:21]3[CH:25]=[CH:26][CH:27]=[CH:28][C:20]=3[C:15]=2[N:16]=1.